Dataset: Catalyst prediction with 721,799 reactions and 888 catalyst types from USPTO. Task: Predict which catalyst facilitates the given reaction. (1) Reactant: [OH:1][C:2]1[C:11](=[O:12])[C:10]2[C:5](=[CH:6][C:7](OS(C(F)(F)F)(=O)=O)=[CH:8][C:9]=2[OH:13])[O:4][C:3]=1[C:22]1[CH:27]=[CH:26][CH:25]=[CH:24][CH:23]=1.[NH:28]1[CH2:33][CH2:32][O:31][CH2:30][CH2:29]1.C1(C2C=CC=CC=2)C=CC=CC=1P(C(C)(C)C)C(C)(C)C.[O-]P([O-])([O-])=O.[K+].[K+].[K+]. Product: [OH:1][C:2]1[C:11](=[O:12])[C:10]2[C:5](=[CH:6][C:7]([N:28]3[CH2:33][CH2:32][O:31][CH2:30][CH2:29]3)=[CH:8][C:9]=2[OH:13])[O:4][C:3]=1[C:22]1[CH:23]=[CH:24][CH:25]=[CH:26][CH:27]=1. The catalyst class is: 443. (2) Reactant: Cl.[CH3:2][O:3][C:4]1[CH:9]=[CH:8][C:7]([C:10]2[N:14]([C:15]3[CH:24]=[CH:23][C:18]([O:19][CH2:20][CH2:21][NH2:22])=[CH:17][CH:16]=3)[N:13]=[C:12]([C:25]([F:28])([F:27])[F:26])[CH:11]=2)=[CH:6][CH:5]=1.[CH3:29][S:30](Cl)(=[O:32])=[O:31]. Product: [CH3:2][O:3][C:4]1[CH:5]=[CH:6][C:7]([C:10]2[N:14]([C:15]3[CH:24]=[CH:23][C:18]([O:19][CH2:20][CH2:21][NH:22][S:30]([CH3:29])(=[O:32])=[O:31])=[CH:17][CH:16]=3)[N:13]=[C:12]([C:25]([F:28])([F:26])[F:27])[CH:11]=2)=[CH:8][CH:9]=1. The catalyst class is: 236. (3) Reactant: [O:1]=[C:2]([N:18]1[CH2:23][CH2:22][N:21]([C:24]2[S:25][C:26]3[CH:32]=[C:31]([C:33]4[CH:38]=[CH:37][C:36]([C:39]([F:42])([F:41])[F:40])=[CH:35][CH:34]=4)[CH:30]=[CH:29][C:27]=3[N:28]=2)[CH2:20][CH2:19]1)[C@@H:3]([NH:10]C(=O)OC(C)(C)C)[CH2:4][C:5]1[S:6][CH:7]=[CH:8][CH:9]=1.Cl.Cl.C(OCC)C. Product: [NH2:10][C@@H:3]([CH2:4][C:5]1[S:6][CH:7]=[CH:8][CH:9]=1)[C:2]([N:18]1[CH2:19][CH2:20][N:21]([C:24]2[S:25][C:26]3[CH:32]=[C:31]([C:33]4[CH:34]=[CH:35][C:36]([C:39]([F:41])([F:42])[F:40])=[CH:37][CH:38]=4)[CH:30]=[CH:29][C:27]=3[N:28]=2)[CH2:22][CH2:23]1)=[O:1]. The catalyst class is: 12. (4) Reactant: [I:1][C:2]1[CH:7]=[CH:6][CH:5]=[CH:4][C:3]=1[OH:8].C(=O)([O-])[O-].[K+].[K+].[CH3:15][O:16][CH2:17][CH2:18]Br. Product: [I:1][C:2]1[CH:7]=[CH:6][CH:5]=[CH:4][C:3]=1[O:8][CH2:18][CH2:17][O:16][CH3:15]. The catalyst class is: 10. (5) Reactant: [CH3:1][O:2][C:3]1[CH:4]=[C:5]([C:11]2[O:15][N:14]=[CH:13][C:12]=2[C:16](OCC)=[O:17])[CH:6]=[CH:7][C:8]=1[O:9][CH3:10].[H-].C([Al+]CC(C)C)C(C)C.Cl. Product: [CH3:1][O:2][C:3]1[CH:4]=[C:5]([C:11]2[O:15][N:14]=[CH:13][C:12]=2[CH2:16][OH:17])[CH:6]=[CH:7][C:8]=1[O:9][CH3:10]. The catalyst class is: 7. (6) Reactant: [CH3:1][O:2][C:3]1[CH:8]=[CH:7][C:6]([C@@H:9]2[CH2:14][CH2:13][CH2:12][CH2:11][C@@H:10]2[NH2:15])=[CH:5][C:4]=1[O:16][CH3:17].[CH3:18][O:19][C:20]1[CH:25]=[CH:24][C:23]([NH:26][C:27]([C:29]2[CH:30]=[C:31]([CH:35]=[CH:36][CH:37]=2)[C:32](Cl)=[O:33])=[O:28])=[CH:22][CH:21]=1. Product: [CH3:17][O:16][C:4]1[CH:5]=[C:6]([C@H:9]2[CH2:14][CH2:13][CH2:12][CH2:11][C@H:10]2[NH:15][C:32](=[O:33])[C:31]2[CH:35]=[CH:36][CH:37]=[C:29]([C:27]([NH:26][C:23]3[CH:22]=[CH:21][C:20]([O:19][CH3:18])=[CH:25][CH:24]=3)=[O:28])[CH:30]=2)[CH:7]=[CH:8][C:3]=1[O:2][CH3:1]. The catalyst class is: 347.